Dataset: Forward reaction prediction with 1.9M reactions from USPTO patents (1976-2016). Task: Predict the product of the given reaction. (1) The product is: [Cl:1][C:2]1[CH:10]=[CH:9][C:8]2[CH2:11][CH2:12][N:13]([CH3:16])[CH2:14][CH2:15][N:6]3[C:7]=2[C:3]=1[CH:4]1[CH2:19][CH2:18][CH2:17][CH:5]13. Given the reactants [Cl:1][C:2]1[CH:10]=[CH:9][C:8]2[CH2:11][CH2:12][N:13]([CH3:16])[CH2:14][CH2:15][N:6]3[C:7]=2[C:3]=1[C:4]1[CH2:19][CH2:18][CH2:17][C:5]=13.C([BH3-])#N.[Na+], predict the reaction product. (2) Given the reactants [OH:1][C:2]1[C:7]2[O:8][C:9]3[CH:14]=[CH:13][CH:12]=[CH:11][C:10]=3[C:6]=2[C:5]([CH:15]=[O:16])=[CH:4][CH:3]=1.C(=O)([O-])[O-].[K+].[K+].[CH2:23](Br)[C:24]1[CH:29]=[CH:28][CH:27]=[CH:26][CH:25]=1, predict the reaction product. The product is: [CH2:23]([O:1][C:2]1[C:7]2[O:8][C:9]3[CH:14]=[CH:13][CH:12]=[CH:11][C:10]=3[C:6]=2[C:5]([CH:15]=[O:16])=[CH:4][CH:3]=1)[C:24]1[CH:29]=[CH:28][CH:27]=[CH:26][CH:25]=1. (3) Given the reactants Br[C:2]1[CH:9]=[CH:8][C:5]([CH:6]=[O:7])=[CH:4][CH:3]=1.[CH2:10]([C:14]1[CH:19]=[CH:18][C:17]([C:20]#[CH:21])=[CH:16][CH:15]=1)[CH2:11][CH2:12][CH3:13].CCN(CC)CC.C1C=CC(P(C2C=CC=CC=2)C2C=CC=CC=2)=CC=1.N#N, predict the reaction product. The product is: [CH2:10]([C:14]1[CH:15]=[CH:16][C:17]([C:20]#[C:21][C:2]2[CH:9]=[CH:8][C:5]([CH:6]=[O:7])=[CH:4][CH:3]=2)=[CH:18][CH:19]=1)[CH2:11][CH2:12][CH3:13]. (4) Given the reactants Br[C:2]1[C:3]([F:19])=[CH:4][C:5]2[O:11][CH2:10][CH2:9][N:8]3[CH:12]=[C:13]([C:15]([NH2:17])=[O:16])[N:14]=[C:7]3[C:6]=2[CH:18]=1.[CH3:20][N:21]1[CH:25]=[C:24]([C:26]([OH:30])([C:28]#[CH:29])[CH3:27])[N:23]=[CH:22]1, predict the reaction product. The product is: [F:19][C:3]1[C:2]([C:29]#[C:28][C:26]([OH:30])([C:24]2[N:23]=[CH:22][N:21]([CH3:20])[CH:25]=2)[CH3:27])=[CH:18][C:6]2[C:7]3[N:8]([CH:12]=[C:13]([C:15]([NH2:17])=[O:16])[N:14]=3)[CH2:9][CH2:10][O:11][C:5]=2[CH:4]=1. (5) Given the reactants N#N.[CH2:3]([O:10][C:11]([NH:13][C@H:14]1[CH2:19][CH2:18][C@H:17]([CH2:20]O)[CH2:16][CH2:15]1)=[O:12])[C:4]1[CH:9]=[CH:8][CH:7]=[CH:6][CH:5]=1.C1(P(C2C=CC=CC=2)C2C=CC=CC=2)C=CC=CC=1.[NH:41]1C=CN=C1.II.[I-].[N-]=[N+]=[N-].[Na+].[N-]=[N+]=[N-], predict the reaction product. The product is: [NH2:41][CH2:20][C@H:17]1[CH2:18][CH2:19][C@H:14]([NH:13][C:11](=[O:12])[O:10][CH2:3][C:4]2[CH:9]=[CH:8][CH:7]=[CH:6][CH:5]=2)[CH2:15][CH2:16]1. (6) Given the reactants [C:1](N1C=CN=C1)(N1C=CN=C1)=[O:2].[CH2:13]([O:20][NH:21][CH2:22][CH2:23][CH2:24][CH2:25][CH2:26][CH2:27][N:28]1[C:34](=[O:35])[C:33]2[CH:36]=[CH:37][CH:38]=[CH:39][C:32]=2[O:31][C:30]2[CH:40]=[CH:41][CH:42]=[CH:43][C:29]1=2)[C:14]1[CH:19]=[CH:18][CH:17]=[CH:16][CH:15]=1.C(O)=O, predict the reaction product. The product is: [CH2:13]([O:20][N:21]([CH2:22][CH2:23][CH2:24][CH2:25][CH2:26][CH2:27][N:28]1[C:34](=[O:35])[C:33]2[CH2:36][CH2:37][CH:38]=[CH:39][C:32]=2[O:31][C:30]2[CH:40]=[CH:41][CH:42]=[CH:43][C:29]1=2)[CH:1]=[O:2])[C:14]1[CH:19]=[CH:18][CH:17]=[CH:16][CH:15]=1. (7) The product is: [Br:1][C:2]1[C:3]2[N:9]=[CH:12][NH:8][C:4]=2[CH:5]=[CH:6][CH:7]=1. Given the reactants [Br:1][C:2]1[C:3]([N+:9]([O-])=O)=[C:4]([NH2:8])[CH:5]=[CH:6][CH:7]=1.[CH:12]([O-])=O.[NH4+], predict the reaction product. (8) Given the reactants [C:1]([C:3]([C:12]1([CH3:22])[CH2:17][C:16]([CH3:19])([CH3:18])[CH2:15][C:14]([CH3:21])([CH3:20])[CH2:13]1)([CH2:9][CH:10]=[CH2:11])C(OCC)=O)#[N:2].[Cl-:23].[Li+].[H-].[Al+3].[Li+].[H-].[H-].[H-].[OH-].[Na+], predict the reaction product. The product is: [ClH:23].[CH3:22][C:12]1([CH:3]([CH2:9][CH:10]=[CH2:11])[CH2:1][NH2:2])[CH2:17][C:16]([CH3:18])([CH3:19])[CH2:15][C:14]([CH3:20])([CH3:21])[CH2:13]1. (9) Given the reactants Cl[C:2]1[N:7]=[C:6]([CH3:8])[CH:5]=[CH:4][N:3]=1.[CH2:9]([N:11](CC)CC)C.[C-]#N.[K+], predict the reaction product. The product is: [CH3:8][C:6]1[CH:5]=[CH:4][N:3]=[C:2]([C:9]#[N:11])[N:7]=1.